Task: Binary Classification. Given a T-cell receptor sequence (or CDR3 region) and an epitope sequence, predict whether binding occurs between them.. Dataset: TCR-epitope binding with 47,182 pairs between 192 epitopes and 23,139 TCRs (1) The epitope is GTSGSPIVNR. The TCR CDR3 sequence is CASSLGSYEQYF. Result: 1 (the TCR binds to the epitope). (2) The TCR CDR3 sequence is CASSDAVTSINYEQYF. Result: 0 (the TCR does not bind to the epitope). The epitope is TFYLTNDVSFL. (3) The epitope is TLVPQEHYV. The TCR CDR3 sequence is CASSQMEALGPEAFF. Result: 0 (the TCR does not bind to the epitope). (4) The epitope is IVTDFSVIK. The TCR CDR3 sequence is CASSLGLAGGGGIEQFF. Result: 0 (the TCR does not bind to the epitope). (5) The TCR CDR3 sequence is CASSPRDREGNEQFF. Result: 1 (the TCR binds to the epitope). The epitope is GILGFVFTL.